From a dataset of Forward reaction prediction with 1.9M reactions from USPTO patents (1976-2016). Predict the product of the given reaction. (1) Given the reactants [CH:1]1([N:5]2[CH2:11][CH2:10][C:9]3[S:12][C:13]([CH:15]4[CH2:20][CH2:19][N:18]([C:21]5[CH:22]=[CH:23][C:24]([C:27](O)=[O:28])=[N:25][CH:26]=5)[CH2:17][CH2:16]4)=[N:14][C:8]=3[CH2:7][CH2:6]2)[CH2:4][CH2:3][CH2:2]1.O[N:31]1C2C=CC=CC=2N=N1.N, predict the reaction product. The product is: [CH:1]1([N:5]2[CH2:11][CH2:10][C:9]3[S:12][C:13]([CH:15]4[CH2:16][CH2:17][N:18]([C:21]5[CH:22]=[CH:23][C:24]([C:27]([NH2:31])=[O:28])=[N:25][CH:26]=5)[CH2:19][CH2:20]4)=[N:14][C:8]=3[CH2:7][CH2:6]2)[CH2:2][CH2:3][CH2:4]1. (2) Given the reactants [O:1]1[CH2:6][CH2:5][N:4]([C:7]2[S:8][N:9]=[C:10]3[CH:15]=[C:14](Br)[CH:13]=[N:12][C:11]=23)[CH2:3][CH2:2]1.[O:17]1[CH:21]=[CH:20][C:19](B(O)O)=[CH:18]1.C([O-])([O-])=O.[K+].[K+], predict the reaction product. The product is: [O:17]1[CH:21]=[CH:20][C:19]([C:14]2[CH:13]=[N:12][C:11]3=[C:7]([N:4]4[CH2:5][CH2:6][O:1][CH2:2][CH2:3]4)[S:8][N:9]=[C:10]3[CH:15]=2)=[CH:18]1. (3) Given the reactants [N:1]1([C:8]2[CH:13]=[CH:12][C:11]([N:14]3[CH2:23][CH2:22][C:21]4[C:16](=[CH:17][CH:18]=[C:19]([OH:24])[CH:20]=4)[C:15]3=[O:25])=[CH:10][C:9]=2[O:26][CH3:27])[CH2:7][CH2:6][CH2:5][NH:4][CH2:3][CH2:2]1.[CH3:28][O:29][CH2:30][C:31](=O)[CH3:32], predict the reaction product. The product is: [OH:24][C:19]1[CH:20]=[C:21]2[C:16](=[CH:17][CH:18]=1)[C:15](=[O:25])[N:14]([C:11]1[CH:12]=[CH:13][C:8]([N:1]3[CH2:7][CH2:6][CH2:5][N:4]([CH:31]([CH3:32])[CH2:30][O:29][CH3:28])[CH2:3][CH2:2]3)=[C:9]([O:26][CH3:27])[CH:10]=1)[CH2:23][CH2:22]2. (4) Given the reactants [C:1]([Si:5](Cl)([C:12]1[CH:17]=[CH:16][CH:15]=[CH:14][CH:13]=1)[C:6]1[CH:11]=[CH:10][CH:9]=[CH:8][CH:7]=1)([CH3:4])([CH3:3])[CH3:2].[F:19][C:20]1[C:25]([F:26])=[C:24]([F:27])[CH:23]=[CH:22][C:21]=1[CH2:28][OH:29].N1C=CN=C1, predict the reaction product. The product is: [C:1]([Si:5]([C:12]1[CH:17]=[CH:16][CH:15]=[CH:14][CH:13]=1)([C:6]1[CH:11]=[CH:10][CH:9]=[CH:8][CH:7]=1)[O:29][CH2:28][C:21]1[CH:22]=[CH:23][C:24]([F:27])=[C:25]([F:26])[C:20]=1[F:19])([CH3:4])([CH3:3])[CH3:2]. (5) The product is: [N:13]1([C:2]2[CH:12]=[CH:11][C:5]([C:6]([O:8][CH2:9][CH3:10])=[O:7])=[CH:4][CH:3]=2)[CH:17]=[CH:16][CH:15]=[N:14]1. Given the reactants F[C:2]1[CH:12]=[CH:11][C:5]([C:6]([O:8][CH2:9][CH3:10])=[O:7])=[CH:4][CH:3]=1.[NH:13]1[CH:17]=[CH:16][CH:15]=[N:14]1.C(=O)([O-])[O-].[K+].[K+], predict the reaction product. (6) Given the reactants [Cl:1][C:2]1[C:3]([C:9]([OH:11])=O)=[N:4][CH:5]=[C:6]([Cl:8])[CH:7]=1.[CH3:12][C:13]1[C:14]([NH2:28])=[N:15][C:16]2([C:26]3[C:21](=[CH:22][CH:23]=[C:24]([NH2:27])[CH:25]=3)[O:20][CH2:19][CH2:18]2)[N:17]=1, predict the reaction product. The product is: [NH2:28][C:14]1[C:13]([CH3:12])=[N:17][C:16]2([C:26]3[C:21](=[CH:22][CH:23]=[C:24]([NH:27][C:9](=[O:11])[C:3]4[C:2]([Cl:1])=[CH:7][C:6]([Cl:8])=[CH:5][N:4]=4)[CH:25]=3)[O:20][CH2:19][CH2:18]2)[N:15]=1. (7) Given the reactants Cl.[CH2:2]([S:4]([CH2:7][CH2:8][CH2:9][NH2:10])(=[O:6])=[O:5])[CH3:3].C(N(CC)C(C)C)(C)C.[Cl:20][C:21]1[CH:22]=[C:23]([CH:45]=[CH:46][C:47]=1[Cl:48])[CH2:24][N:25]1[CH2:30][CH2:29][O:28][CH:27]([CH2:31][NH:32][C:33](=O)[O:34]C2C=CC([N+]([O-])=O)=CC=2)[CH2:26]1.C=CC1C=CC=CC=1.C=CC1C=CC(C=C)=CC=1.C1C=CC(C=O)=CC=1, predict the reaction product. The product is: [Cl:20][C:21]1[CH:22]=[C:23]([CH:45]=[CH:46][C:47]=1[Cl:48])[CH2:24][N:25]1[CH2:30][CH2:29][O:28][C@@H:27]([CH2:31][NH:32][C:33]([NH:10][CH2:9][CH2:8][CH2:7][S:4]([CH2:2][CH3:3])(=[O:6])=[O:5])=[O:34])[CH2:26]1. (8) Given the reactants [C:1]([O:10][CH:11]([CH3:13])[CH3:12])(=[O:9])[CH2:2][C:3]([O:5][CH:6]([CH3:8])[CH3:7])=[O:4].[CH2:14]=O, predict the reaction product. The product is: [CH2:14]=[C:2]([C:3]([O:5][CH:6]([CH3:7])[CH3:8])=[O:4])[C:1]([O:10][CH:11]([CH3:13])[CH3:12])=[O:9]. (9) Given the reactants [N:1]1[C:14]2[C:13]3[C:8](=[CH:9][CH:10]=[CH:11][N:12]=3)[C:7](=[O:15])[C:6](=[O:16])[C:5]=2[CH:4]=[CH:3][CH:2]=1.S1C=C[CH-]OS1, predict the reaction product. The product is: [OH:15][C:7]1[C:6]([OH:16])=[C:5]2[C:14]([N:1]=[CH:2][CH:3]=[CH:4]2)=[C:13]2[C:8]=1[CH:9]=[CH:10][CH:11]=[N:12]2. (10) Given the reactants C(OC([NH:11][C:12]1[CH:17]=[CH:16][C:15]([CH:18]2[CH2:23][CH2:22][C:21](=[C:24]([CH3:30])[C:25]([O:27][CH2:28][CH3:29])=[O:26])[CH2:20][CH2:19]2)=[CH:14][C:13]=1[Cl:31])=O)C1C=CC=CC=1, predict the reaction product. The product is: [NH2:11][C:12]1[CH:17]=[CH:16][C:15]([C@H:18]2[CH2:19][CH2:20][C@H:21]([CH:24]([CH3:30])[C:25]([O:27][CH2:28][CH3:29])=[O:26])[CH2:22][CH2:23]2)=[CH:14][C:13]=1[Cl:31].